Dataset: Full USPTO retrosynthesis dataset with 1.9M reactions from patents (1976-2016). Task: Predict the reactants needed to synthesize the given product. (1) Given the product [CH3:7][NH:8][C:9](=[O:20])[C:10]1[CH:15]=[C:14]([N+:16]([O-:18])=[O:17])[CH:13]=[CH:12][C:11]=1[O:1][CH2:2][CH2:3][CH3:4], predict the reactants needed to synthesize it. The reactants are: [O-:1][CH2:2][CH2:3][CH3:4].[Na+].[Na].[CH3:7][NH:8][C:9](=[O:20])[C:10]1[CH:15]=[C:14]([N+:16]([O-:18])=[O:17])[CH:13]=[CH:12][C:11]=1Cl. (2) Given the product [CH3:1][C:2]1[C:24]([CH3:25])=[CH:23][C:5]2[N:6]([CH:10]3[CH2:15][CH2:14][NH:13][CH2:12][CH2:11]3)[C:7](=[O:9])[NH:8][C:4]=2[CH:3]=1, predict the reactants needed to synthesize it. The reactants are: [CH3:1][C:2]1[C:24]([CH3:25])=[CH:23][C:5]2[N:6]([C:10]3[CH2:11][CH2:12][N:13](CC4C=CC=CC=4)[CH2:14][CH:15]=3)[C:7](=[O:9])[NH:8][C:4]=2[CH:3]=1.[H][H]. (3) The reactants are: Br[C:2]1[CH:3]=[CH:4][C:5]([Cl:15])=[C:6]([CH2:8][N:9]2[CH2:13][CH2:12][O:11][C:10]2=[O:14])[CH:7]=1.C([Sn](CCCC)(CCCC)[C:21]([O:23]C)=[CH2:22])CCC.O1CCOCC1. Given the product [C:21]([C:2]1[CH:3]=[CH:4][C:5]([Cl:15])=[C:6]([CH2:8][N:9]2[CH2:13][CH2:12][O:11][C:10]2=[O:14])[CH:7]=1)(=[O:23])[CH3:22], predict the reactants needed to synthesize it. (4) Given the product [F:1][C:2]1[C:11]2[O:10][CH2:9][C@H:8]3[C@@H:12]([NH:24][C:25]([NH:26][C:27]4[CH:23]=[CH:22][N:19]=[CH:20][N:28]=4)=[O:38])[C@H:7]3[C:6]=2[C:5]([F:16])=[CH:4][CH:3]=1, predict the reactants needed to synthesize it. The reactants are: [F:1][C:2]1[C:11]2[O:10][CH2:9][C@H:8]3[C@@H:12](C(O)=O)[C@H:7]3[C:6]=2[C:5]([F:16])=[CH:4][CH:3]=1.C([N:19]([CH2:22][CH3:23])[CH2:20]C)C.[NH2:24][C:25]1C=C[N:28]=[CH:27][N:26]=1.C1C=CC(P(N=[N+]=[N-])(C2C=CC=CC=2)=[O:38])=CC=1.